This data is from Reaction yield outcomes from USPTO patents with 853,638 reactions. The task is: Predict the reaction yield, written as a fraction of the theoretical maximum amount of product (1.0 means a 100% yield; for example, 0.34 means a 34% yield). (1) The reactants are C([NH:6][C:7]1[CH:12]=[CH:11][C:10]([N+:13]([O-:15])=[O:14])=[CH:9][C:8]=1[C:16]#[C:17][C:18]([CH3:24])(C)[C:19](OC)=O)(=O)CCC.CCCC[N+](CCCC)(CCCC)CCCC.[F-]. The catalyst is CN(C=O)C. The product is [CH:18]([C:17]1[NH:6][C:7]2[C:8]([CH:16]=1)=[CH:9][C:10]([N+:13]([O-:15])=[O:14])=[CH:11][CH:12]=2)([CH3:24])[CH3:19]. The yield is 0.330. (2) The reactants are [O:1]=[C:2]1[CH2:5][CH:4]([C:6]([O:8][CH2:9][CH3:10])=[O:7])[CH2:3]1.[BH4-].[Na+].Cl. The catalyst is CCO. The product is [OH:1][C@@H:2]1[CH2:5][C@H:4]([C:6]([O:8][CH2:9][CH3:10])=[O:7])[CH2:3]1. The yield is 0.660. (3) The reactants are [CH3:1][NH:2][CH2:3][C:4]1[CH:9]=[CH:8][CH:7]=[CH:6][CH:5]=1.Cl[C:11]1[CH:16]=[N:15][CH:14]=[C:13]([Cl:17])[N:12]=1. No catalyst specified. The product is [CH2:3]([N:2]([CH3:1])[C:11]1[CH:16]=[N:15][CH:14]=[C:13]([Cl:17])[N:12]=1)[C:4]1[CH:9]=[CH:8][CH:7]=[CH:6][CH:5]=1. The yield is 0.700. (4) The reactants are [N+:1]([C:4]1[CH:15]=[CH:14][C:7]2[NH:8][C:9](=[O:13])[CH2:10][CH2:11][CH2:12][C:6]=2[CH:5]=1)([O-:3])=[O:2].[H-].[Na+].[CH3:18]I. The catalyst is CN(C=O)C. The product is [CH3:18][N:8]1[C:9](=[O:13])[CH2:10][CH2:11][CH2:12][C:6]2[CH:5]=[C:4]([N+:1]([O-:3])=[O:2])[CH:15]=[CH:14][C:7]1=2. The yield is 0.870. (5) The reactants are [CH2:1]([O:5][CH2:6][C:7]1[CH:12]=[CH:11][C:10]([CH2:13][C:14](Cl)=[N:15][OH:16])=[CH:9][CH:8]=1)[CH2:2][CH2:3][CH3:4].[C:18]([C:20]1[C:21]([NH2:26])=[N:22][CH:23]=[CH:24][CH:25]=1)#[CH:19].C(N(CC)CC)C. The catalyst is O1CCCC1. The product is [CH2:1]([O:5][CH2:6][C:7]1[CH:12]=[CH:11][C:10]([CH2:13][C:14]2[CH:19]=[C:18]([C:20]3[C:21]([NH2:26])=[N:22][CH:23]=[CH:24][CH:25]=3)[O:16][N:15]=2)=[CH:9][CH:8]=1)[CH2:2][CH2:3][CH3:4]. The yield is 0.0500. (6) The reactants are [NH2:1][C:2]1[C:3]([CH3:28])=[N:4][C:5]([O:9][CH2:10][C:11]([N:13]([CH:15]2[CH2:20][CH2:19][N:18]([CH2:21][C:22]3[CH:27]=[CH:26][CH:25]=[CH:24][CH:23]=3)[CH2:17][CH2:16]2)[CH3:14])=[O:12])=[N:6][C:7]=1[CH3:8].[C:29]([OH:36])(=[O:35])/[CH:30]=[CH:31]\[C:32]([OH:34])=[O:33]. The catalyst is CO. The product is [C:29]([OH:36])(=[O:35])/[CH:30]=[CH:31]\[C:32]([OH:34])=[O:33].[NH2:1][C:2]1[C:7]([CH3:8])=[N:6][C:5]([O:9][CH2:10][C:11]([N:13]([CH:15]2[CH2:20][CH2:19][N:18]([CH2:21][C:22]3[CH:23]=[CH:24][CH:25]=[CH:26][CH:27]=3)[CH2:17][CH2:16]2)[CH3:14])=[O:12])=[N:4][C:3]=1[CH3:28]. The yield is 0.860.